Task: Predict the reaction yield, written as a fraction of the theoretical maximum amount of product (1.0 means a 100% yield; for example, 0.34 means a 34% yield).. Dataset: Reaction yield outcomes from USPTO patents with 853,638 reactions (1) The catalyst is CN(C=O)C. The reactants are F[C:2]1[CH:7]=[C:6]([N+:8]([O-:10])=[O:9])[CH:5]=[C:4]([I:11])[CH:3]=1.C([O-])([O-])=O.[K+].[K+].[NH:18]1[CH2:23][CH2:22][CH2:21][CH2:20][CH2:19]1. The product is [I:11][C:4]1[CH:3]=[C:2]([N:18]2[CH2:23][CH2:22][CH2:21][CH2:20][CH2:19]2)[CH:7]=[C:6]([N+:8]([O-:10])=[O:9])[CH:5]=1. The yield is 0.530. (2) The reactants are [Cl:1][C:2]1[C:3]([NH:31][C:32]([C:34]2[C:42]3[C:37](=[CH:38][CH:39]=[CH:40][CH:41]=3)[N:36]([CH3:43])[CH:35]=2)=[O:33])=[CH:4][C:5]([F:30])=[C:6]([CH2:8][C:9]([N:11]2[CH2:15][C:14]([F:17])([F:16])[CH2:13][C@H:12]2[CH2:18][O:19][CH:20]2[CH2:25][CH2:24][CH:23]([C:26]([O:28]C)=[O:27])[CH2:22][CH2:21]2)=[O:10])[CH:7]=1.[OH-].[Na+]. The catalyst is C1COCC1. The product is [Cl:1][C:2]1[C:3]([NH:31][C:32]([C:34]2[C:42]3[C:37](=[CH:38][CH:39]=[CH:40][CH:41]=3)[N:36]([CH3:43])[CH:35]=2)=[O:33])=[CH:4][C:5]([F:30])=[C:6]([CH2:8][C:9]([N:11]2[CH2:15][C:14]([F:16])([F:17])[CH2:13][C@H:12]2[CH2:18][O:19][C@H:20]2[CH2:25][CH2:24][C@H:23]([C:26]([OH:28])=[O:27])[CH2:22][CH2:21]2)=[O:10])[CH:7]=1. The yield is 0.160. (3) No catalyst specified. The yield is 0.710. The reactants are C(OC([NH:8][C:9]1[CH:14]=[C:13]([C:15]2[C:16]([C:33]3[CH:38]=[CH:37][C:36]([F:39])=[CH:35][CH:34]=3)=[N:17][N:18]([C:20]3[CH:21]=[CH:22][C:23]4[N:24]([C:26]([C:29]([F:32])([F:31])[F:30])=[N:27][N:28]=4)[N:25]=3)[CH:19]=2)[CH:12]=[CH:11][N:10]=1)=O)(C)(C)C.C(OC(NC1C=C(C2C(C3C=CC=CC=3)=NN(C3C=CC4N(C=NN=4)N=3)C=2)C=CN=1)=O)(C)(C)C. The product is [NH2:8][C:9]1[CH:14]=[C:13]([C:15]2[C:16]([C:33]3[CH:38]=[CH:37][C:36]([F:39])=[CH:35][CH:34]=3)=[N:17][N:18]([C:20]3[CH:21]=[CH:22][C:23]4[N:24]([C:26]([C:29]([F:31])([F:30])[F:32])=[N:27][N:28]=4)[N:25]=3)[CH:19]=2)[CH:12]=[CH:11][N:10]=1. (4) The reactants are Cl[CH2:2][CH2:3][NH:4][C:5]([NH:7][C:8]1[CH:13]=[CH:12][C:11]([C:14]2[N:15]([CH2:27][CH3:28])[C:16]3[C:21]([C:22]=2[C:23]#[N:24])=[CH:20][CH:19]=[C:18]([O:25][CH3:26])[CH:17]=3)=[CH:10][CH:9]=1)=[O:6].[OH-].[K+]. The catalyst is CO. The product is [CH2:27]([N:15]1[C:16]2[C:21](=[CH:20][CH:19]=[C:18]([O:25][CH3:26])[CH:17]=2)[C:22]([C:23]#[N:24])=[C:14]1[C:11]1[CH:12]=[CH:13][C:8]([N:7]2[CH2:2][CH2:3][NH:4][C:5]2=[O:6])=[CH:9][CH:10]=1)[CH3:28]. The yield is 0.620. (5) The reactants are C(=O)(OC)[O:2][C:3]1[CH:8]=[C:7]([NH:9][C:10]([CH:12]2[O:17][C:16]3[CH:18]=[CH:19][C:20]([O:22][C:23]([F:26])([F:25])[F:24])=[CH:21][C:15]=3[NH:14][CH2:13]2)=[O:11])[C:6]([C:27]#[C:28][CH2:29]O)=[CH:5][C:4]=1[CH:31]1[CH2:35][CH2:34][CH2:33][CH2:32]1.[CH2:39]([N:41](CC)CC)C.CS(Cl)(=O)=O.S([O-])(=O)(=O)C.CN. The catalyst is ClCCl. The product is [CH:31]1([C:4]2[C:3]([OH:2])=[CH:8][C:7]([NH:9][C:10]([CH:12]3[O:17][C:16]4[CH:18]=[CH:19][C:20]([O:22][C:23]([F:26])([F:24])[F:25])=[CH:21][C:15]=4[NH:14][CH2:13]3)=[O:11])=[C:6]([C:27]#[C:28][CH2:29][NH:41][CH3:39])[CH:5]=2)[CH2:35][CH2:34][CH2:33][CH2:32]1. The yield is 0.970.